From a dataset of Forward reaction prediction with 1.9M reactions from USPTO patents (1976-2016). Predict the product of the given reaction. (1) The product is: [CH2:1]([O:3][C:4]([C@@:6]1([CH3:12])[CH2:11][CH2:10][CH2:9][N:8]([C:20]2[CH:25]=[CH:24][C:23]([N+:26]([O-:28])=[O:27])=[C:22]([O:29][CH3:30])[CH:21]=2)[CH2:7]1)=[O:5])[CH3:2]. Given the reactants [CH2:1]([O:3][C:4]([C@@:6]1([CH3:12])[CH2:11][CH2:10][CH2:9][NH:8][CH2:7]1)=[O:5])[CH3:2].C(=O)([O-])[O-].[K+].[K+].F[C:20]1[CH:25]=[CH:24][C:23]([N+:26]([O-:28])=[O:27])=[C:22]([O:29][CH3:30])[CH:21]=1.O, predict the reaction product. (2) Given the reactants Cl[Sn]Cl.Cl.[N+:5]([C:8]1[C:9]([C:26]#[C:27][C:28]2[C:33]([F:34])=[C:32]([F:35])[N:31]=[C:30]([F:36])[C:29]=2[F:37])=[C:10]([C:14]#[C:15][C:16]2[C:21]([F:22])=[C:20]([F:23])[N:19]=[C:18]([F:24])[C:17]=2[F:25])[CH:11]=[CH:12][CH:13]=1)([O-])=O, predict the reaction product. The product is: [F:36][C:30]1[C:29]([F:37])=[C:28]([C:27]#[C:26][C:9]2[C:10]([C:14]#[C:15][C:16]3[C:21]([F:22])=[C:20]([F:23])[N:19]=[C:18]([F:24])[C:17]=3[F:25])=[CH:11][CH:12]=[CH:13][C:8]=2[NH2:5])[C:33]([F:34])=[C:32]([F:35])[N:31]=1. (3) Given the reactants [CH3:1][C:2]1[CH:3]=[CH:4][C:5]([CH2:10][CH2:11][CH2:12][CH:13]=[CH2:14])=[C:6]([CH:9]=1)[CH:7]=O.C([O-])(=O)C.[NH4+].C([BH3-])#[N:21].[Na+].C(=O)(O)[O-].[Na+], predict the reaction product. The product is: [CH3:1][C:2]1[CH:3]=[CH:4][C:5]([CH2:10][CH2:11][CH2:12][CH:13]=[CH2:14])=[C:6]([CH2:7][NH2:21])[CH:9]=1. (4) Given the reactants [Cl:1][C:2]1[CH:7]=[CH:6][CH:5]=[C:4]([Cl:8])[C:3]=1[CH:9]([O:12][C:13]1[CH:18]=[CH:17][C:16]([N+:19]([O-])=O)=[CH:15][CH:14]=1)[CH2:10][CH3:11], predict the reaction product. The product is: [Cl:1][C:2]1[CH:7]=[CH:6][CH:5]=[C:4]([Cl:8])[C:3]=1[CH:9]([O:12][C:13]1[CH:14]=[CH:15][C:16]([NH2:19])=[CH:17][CH:18]=1)[CH2:10][CH3:11].